From a dataset of NCI-60 drug combinations with 297,098 pairs across 59 cell lines. Regression. Given two drug SMILES strings and cell line genomic features, predict the synergy score measuring deviation from expected non-interaction effect. (1) Drug 1: C1=CC(=CC=C1CCCC(=O)O)N(CCCl)CCCl. Drug 2: CC(C1=C(C=CC(=C1Cl)F)Cl)OC2=C(N=CC(=C2)C3=CN(N=C3)C4CCNCC4)N. Cell line: LOX IMVI. Synergy scores: CSS=27.1, Synergy_ZIP=-3.93, Synergy_Bliss=1.91, Synergy_Loewe=3.03, Synergy_HSA=4.25. (2) Drug 1: COC1=CC(=CC(=C1O)OC)C2C3C(COC3=O)C(C4=CC5=C(C=C24)OCO5)OC6C(C(C7C(O6)COC(O7)C8=CC=CS8)O)O. Drug 2: C#CCC(CC1=CN=C2C(=N1)C(=NC(=N2)N)N)C3=CC=C(C=C3)C(=O)NC(CCC(=O)O)C(=O)O. Cell line: OVCAR-4. Synergy scores: CSS=1.65, Synergy_ZIP=-0.930, Synergy_Bliss=-1.51, Synergy_Loewe=-1.80, Synergy_HSA=-1.80. (3) Drug 1: CC12CCC(CC1=CCC3C2CCC4(C3CC=C4C5=CN=CC=C5)C)O. Drug 2: C(CN)CNCCSP(=O)(O)O. Cell line: HCC-2998. Synergy scores: CSS=-1.22, Synergy_ZIP=-2.03, Synergy_Bliss=-10.5, Synergy_Loewe=-20.6, Synergy_HSA=-13.6. (4) Drug 1: CCN(CC)CCNC(=O)C1=C(NC(=C1C)C=C2C3=C(C=CC(=C3)F)NC2=O)C. Drug 2: CCCCC(=O)OCC(=O)C1(CC(C2=C(C1)C(=C3C(=C2O)C(=O)C4=C(C3=O)C=CC=C4OC)O)OC5CC(C(C(O5)C)O)NC(=O)C(F)(F)F)O. Cell line: KM12. Synergy scores: CSS=55.0, Synergy_ZIP=3.75, Synergy_Bliss=6.65, Synergy_Loewe=-0.781, Synergy_HSA=5.67.